This data is from CYP2D6 inhibition data for predicting drug metabolism from PubChem BioAssay. The task is: Regression/Classification. Given a drug SMILES string, predict its absorption, distribution, metabolism, or excretion properties. Task type varies by dataset: regression for continuous measurements (e.g., permeability, clearance, half-life) or binary classification for categorical outcomes (e.g., BBB penetration, CYP inhibition). Dataset: cyp2d6_veith. (1) The molecule is O=C(Cc1ccccc1)N/N=C/C=C/c1cccc([N+](=O)[O-])c1. The result is 0 (non-inhibitor). (2) The molecule is N=C(N)c1ccccc1. The result is 0 (non-inhibitor). (3) The molecule is CC(=O)NCCNc1nc(-c2c(C)noc2C)nc2ccccc12. The result is 0 (non-inhibitor).